This data is from Peptide-MHC class II binding affinity with 134,281 pairs from IEDB. The task is: Regression. Given a peptide amino acid sequence and an MHC pseudo amino acid sequence, predict their binding affinity value. This is MHC class II binding data. (1) The peptide sequence is CGGTGKNTIVIPKGD. The MHC is HLA-DQA10301-DQB10302 with pseudo-sequence HLA-DQA10301-DQB10302. The binding affinity (normalized) is 0.0246. (2) The peptide sequence is GDGKISLSELTDALR. The MHC is DRB1_1302 with pseudo-sequence DRB1_1302. The binding affinity (normalized) is 0.183. (3) The peptide sequence is MAFLRSVSCLAAAVF. The MHC is DRB3_0202 with pseudo-sequence DRB3_0202. The binding affinity (normalized) is 0.469. (4) The peptide sequence is KVPPGPNITATYGDK. The MHC is HLA-DPA10201-DPB11401 with pseudo-sequence HLA-DPA10201-DPB11401. The binding affinity (normalized) is 0.101.